This data is from Forward reaction prediction with 1.9M reactions from USPTO patents (1976-2016). The task is: Predict the product of the given reaction. (1) Given the reactants [CH:1]1([CH2:7][N:8]2[C:12]3[CH:13]=[CH:14][C:15]([NH2:17])=[CH:16][C:11]=3[N:10]=[C:9]2[C:18]([CH3:22])([CH3:21])[CH2:19][CH3:20])[CH2:6][CH2:5][CH2:4][CH2:3][CH2:2]1.[CH3:23][N:24]([CH3:29])[S:25](Cl)(=[O:27])=[O:26], predict the reaction product. The product is: [CH:1]1([CH2:7][N:8]2[C:12]3[CH:13]=[CH:14][C:15]([NH:17][S:25]([N:24]([CH3:29])[CH3:23])(=[O:27])=[O:26])=[CH:16][C:11]=3[N:10]=[C:9]2[C:18]([CH3:21])([CH3:22])[CH2:19][CH3:20])[CH2:2][CH2:3][CH2:4][CH2:5][CH2:6]1. (2) Given the reactants C[C@@H:2]1[CH2:7][C:6]([CH2:14][CH2:15][CH2:16][O:17][CH2:18][C:19]2[CH:24]=[CH:23][C:22]([O:25][CH3:26])=[CH:21][CH:20]=2)([C:8]2[CH:13]=[CH:12][CH:11]=[CH:10][CH:9]=2)[O:5][C:4](=[O:27])[N:3]1[C@H:28]([C:30]1[CH:35]=[CH:34][C:33]([CH2:36][C:37]([OH:40])([CH3:39])[CH3:38])=[CH:32][CH:31]=1)[CH3:29].O=[N+]([O-])[O-].[O-][N+](=O)[O-].[O-][N+](=O)[O-].[O-][N+](=O)[O-].[O-][N+](=O)[O-].[O-][N+](=O)[O-].[Ce+4].[NH4+].[NH4+], predict the reaction product. The product is: [OH:40][C:37]([CH3:38])([CH3:39])[CH2:36][C:33]1[CH:34]=[CH:35][C:30]([C@@H:28]([N:3]2[CH2:2][CH2:7][C@:6]([CH2:14][CH2:15][CH2:16][O:17][CH2:18][C:19]3[CH:20]=[CH:21][C:22]([O:25][CH3:26])=[CH:23][CH:24]=3)([C:8]3[CH:13]=[CH:12][CH:11]=[CH:10][CH:9]=3)[O:5][C:4]2=[O:27])[CH3:29])=[CH:31][CH:32]=1. (3) The product is: [Br:12][C:4]1[CH:3]=[C:2]([C:15]2([OH:17])[CH2:16][O:13][CH2:14]2)[CH:7]=[C:6]([C:8]([CH3:11])([CH3:10])[CH3:9])[CH:5]=1. Given the reactants Br[C:2]1[CH:7]=[C:6]([C:8]([CH3:11])([CH3:10])[CH3:9])[CH:5]=[C:4]([Br:12])[CH:3]=1.[O:13]1[CH2:16][C:15](=[O:17])[CH2:14]1, predict the reaction product. (4) The product is: [N:18]1([C:8]2[CH:9]=[C:10]([O:11][C:12]3[CH:13]=[CH:14][CH:15]=[CH:16][CH:17]=3)[C:5]([C:4]([OH:24])=[O:3])=[CH:6][N:7]=2)[CH2:23][CH2:22][O:21][CH2:20][CH2:19]1. Given the reactants C([O:3][C:4](=[O:24])[C:5]1[C:10]([O:11][C:12]2[CH:17]=[CH:16][CH:15]=[CH:14][CH:13]=2)=[CH:9][C:8]([N:18]2[CH2:23][CH2:22][O:21][CH2:20][CH2:19]2)=[N:7][CH:6]=1)C.CO.[OH-].[Na+], predict the reaction product. (5) The product is: [O:25]=[C:24]([N:11]1[CH2:12][CH2:13][C:14]2[C:19](=[CH:18][CH:17]=[CH:16][CH:15]=2)[CH:10]1[C:4]1[CH:5]=[CH:6][CH:7]=[CH:8][CH:9]=1)[CH2:23][CH2:22][C:21]([NH:27][CH2:28][C:29]1[CH:34]=[CH:33][CH:32]=[C:31]([C:35]([F:36])([F:37])[F:38])[CH:30]=1)=[O:20]. Given the reactants N=C=N.[C:4]1([CH:10]2[C:19]3[C:14](=[CH:15][CH:16]=[CH:17][CH:18]=3)[CH2:13][CH2:12][NH:11]2)[CH:9]=[CH:8][CH:7]=[CH:6][CH:5]=1.[O:20]=[C:21]([NH:27][CH2:28][C:29]1[CH:34]=[CH:33][CH:32]=[C:31]([C:35]([F:38])([F:37])[F:36])[CH:30]=1)[CH2:22][CH2:23][C:24](O)=[O:25].C(Cl)Cl.CCO, predict the reaction product. (6) The product is: [N+:15]([C:12]1[CH:13]=[CH:14][C:6]2[CH:5]([CH2:4][N+:1]([O-:3])=[O:2])[O:9][B:8]([OH:10])[C:7]=2[CH:11]=1)([O-:17])=[O:16]. Given the reactants [N+:1]([CH2:4][CH:5]1[O:9][B:8]([OH:10])[C:7]2[CH:11]=[CH:12][CH:13]=[CH:14][C:6]1=2)([O-:3])=[O:2].[N+:15]([O-])([OH:17])=[O:16], predict the reaction product. (7) Given the reactants [C:1]1([CH:7]([CH2:10][CH:11]([CH3:13])[CH3:12])[CH2:8][NH2:9])[CH:6]=[CH:5][CH:4]=[CH:3][CH:2]=1.[Cl:14][C:15]1[C:33]([C:34]([F:37])([F:36])[F:35])=[CH:32][CH:31]=[CH:30][C:16]=1[CH2:17]NCC(C1C=CC(OC)=CC=1)C, predict the reaction product. The product is: [Cl:14][C:15]1[C:33]([C:34]([F:35])([F:36])[F:37])=[CH:32][CH:31]=[CH:30][C:16]=1[CH2:17][NH:9][CH2:8][CH:7]([C:1]1[CH:6]=[CH:5][CH:4]=[CH:3][CH:2]=1)[CH2:10][CH:11]([CH3:13])[CH3:12].